Dataset: HIV replication inhibition screening data with 41,000+ compounds from the AIDS Antiviral Screen. Task: Binary Classification. Given a drug SMILES string, predict its activity (active/inactive) in a high-throughput screening assay against a specified biological target. The drug is CC(C)(C)C(=O)C=Cc1ccc([N+](=O)[O-])cc1. The result is 0 (inactive).